Dataset: Reaction yield outcomes from USPTO patents with 853,638 reactions. Task: Predict the reaction yield, written as a fraction of the theoretical maximum amount of product (1.0 means a 100% yield; for example, 0.34 means a 34% yield). (1) The reactants are [CH:1]1([CH2:6][CH:7]([C:11]2[CH:16]=[CH:15][C:14]([F:17])=[C:13]([C:18]([F:21])([F:20])[F:19])[CH:12]=2)[C:8]([OH:10])=[O:9])[CH2:5][CH2:4][CH2:3][CH2:2]1.S(=O)(=O)(O)O.[CH3:27]O. No catalyst specified. The product is [CH3:27][O:9][C:8](=[O:10])[CH:7]([C:11]1[CH:16]=[CH:15][C:14]([F:17])=[C:13]([C:18]([F:21])([F:19])[F:20])[CH:12]=1)[CH2:6][CH:1]1[CH2:5][CH2:4][CH2:3][CH2:2]1. The yield is 0.875. (2) The reactants are [Br:1][C:2]1[CH:3]=[C:4]([CH:10]=[N:11]O)[S:5][C:6]=1[N+:7]([O-:9])=[O:8].C(OC(=O)C)(=O)C. The catalyst is CCCCCCC.CCOC(C)=O. The product is [Br:1][C:2]1[CH:3]=[C:4]([C:10]#[N:11])[S:5][C:6]=1[N+:7]([O-:9])=[O:8]. The yield is 0.860. (3) The reactants are [OH:1][C:2]1[C:3]([O:14][CH3:15])=[CH:4][C:5]([N+:11]([O-])=O)=[C:6]([CH:10]=1)[C:7]([OH:9])=[O:8]. The catalyst is CO.O=[Pt]=O. The product is [NH2:11][C:5]1[CH:4]=[C:3]([O:14][CH3:15])[C:2]([OH:1])=[CH:10][C:6]=1[C:7]([OH:9])=[O:8]. The yield is 0.970. (4) The reactants are CO[C:3]([C:5]1[CH2:10][CH:9]([CH2:11][CH2:12][O:13][CH2:14][C:15]2[CH:20]=[CH:19][CH:18]=[CH:17][CH:16]=2)[CH2:8][CH2:7][CH:6]=1)=O.CC(C[AlH]CC(C)C)C.N1C=CC=CC=1.S(=O)(=O)=O.[H-].[H-].[H-].[H-].[Li+].[Al+3]. The catalyst is C1COCC1. The product is [CH3:3][C:5]1[CH2:10][CH:9]([CH2:11][CH2:12][O:13][CH2:14][C:15]2[CH:16]=[CH:17][CH:18]=[CH:19][CH:20]=2)[CH2:8][CH2:7][CH:6]=1. The yield is 0.820. (5) The reactants are [NH:1]1[C:9]2[C:4](=[CH:5][CH:6]=[C:7]([CH:10]([OH:12])[CH3:11])[CH:8]=2)[CH:3]=[N:2]1.C1C=C[NH+]=CC=1.C1C=C[NH+]=CC=1.[O-][Cr](O[Cr]([O-])(=O)=O)(=O)=O. The catalyst is CC(C)=O. The product is [NH:1]1[C:9]2[C:4](=[CH:5][CH:6]=[C:7]([C:10](=[O:12])[CH3:11])[CH:8]=2)[CH:3]=[N:2]1. The yield is 0.720. (6) The reactants are [N:1]1[C:2]([NH2:10])=[N:3][N:4]2[CH:9]=[CH:8][N:7]=[CH:6][C:5]=12.[CH3:11][C:12]([O:15][C:16](O[C:16]([O:15][C:12]([CH3:14])([CH3:13])[CH3:11])=[O:17])=[O:17])([CH3:14])[CH3:13].[Li+].C[Si]([N-][Si](C)(C)C)(C)C. The catalyst is C1COCC1. The product is [C:12]([O:15][C:16](=[O:17])[NH:10][C:2]1[N:1]=[C:5]2[CH:6]=[N:7][CH:8]=[CH:9][N:4]2[N:3]=1)([CH3:14])([CH3:13])[CH3:11]. The yield is 0.530.